This data is from Forward reaction prediction with 1.9M reactions from USPTO patents (1976-2016). The task is: Predict the product of the given reaction. The product is: [Cl:32][C:33]1[CH:34]=[C:35]([CH:45]=[CH:46][C:47]=1[F:48])[O:36][C:37]1[CH:38]=[CH:39][C:40]([CH2:41][NH:42][C:4](=[O:6])[C:3]2[CH:7]=[CH:8][CH:9]=[N:10][C:2]=2[NH2:1])=[CH:43][CH:44]=1. Given the reactants [NH2:1][C:2]1[N:10]=[CH:9][CH:8]=[CH:7][C:3]=1[C:4]([OH:6])=O.ON1C2C=CC=CC=2N=N1.CCN=C=NCCCN(C)C.[Cl:32][C:33]1[CH:34]=[C:35]([CH:45]=[CH:46][C:47]=1[F:48])[O:36][C:37]1[CH:44]=[CH:43][C:40]([CH2:41][NH2:42])=[CH:39][CH:38]=1.C(=O)(O)[O-].[Na+], predict the reaction product.